This data is from Catalyst prediction with 721,799 reactions and 888 catalyst types from USPTO. The task is: Predict which catalyst facilitates the given reaction. (1) Reactant: [Br:1][C:2]1[C:3](=[O:8])[NH:4][CH:5]=[N:6][CH:7]=1.[C:9](=O)([O-])[O-].[K+].[K+].CI.O. Product: [Br:1][C:2]1[C:3](=[O:8])[N:4]([CH3:9])[CH:5]=[N:6][CH:7]=1. The catalyst class is: 9. (2) Reactant: [C:1]([C:3]1[CH:10]=[CH:9][C:6]([CH:7]=O)=[CH:5][CH:4]=1)#[CH:2].[NH:11]1[CH2:16][CH2:15][O:14][CH2:13][CH2:12]1.C([BH3-])#N.[Na+].Cl.[OH-].[Na+]. Product: [C:1]([C:3]1[CH:10]=[CH:9][C:6]([CH2:7][N:11]2[CH2:16][CH2:15][O:14][CH2:13][CH2:12]2)=[CH:5][CH:4]=1)#[CH:2]. The catalyst class is: 130. (3) Reactant: [CH3:1][N:2]([CH3:23])[C:3]([C:5]1[CH:10]=[CH:9][C:8]([NH:11][S:12]([C:15]2[S:19][C:18]([C:20]([OH:22])=[O:21])=[CH:17][CH:16]=2)(=[O:14])=[O:13])=[CH:7][CH:6]=1)=[O:4].C(Cl)CCl.[Cl:28][C:29]1[CH:30]=[N+:31]([O-:54])[CH:32]=[C:33]([Cl:53])[C:34]=1[CH2:35][C@@H:36]([C:38]1[CH:43]=[CH:42][C:41]([O:44][CH:45]([F:47])[F:46])=[C:40]([O:48][CH2:49][CH:50]2[CH2:52][CH2:51]2)[CH:39]=1)O. Product: [Cl:28][C:29]1[CH:30]=[N+:31]([O-:54])[CH:32]=[C:33]([Cl:53])[C:34]=1[CH2:35][C@@H:36]([C:38]1[CH:43]=[CH:42][C:41]([O:44][CH:45]([F:47])[F:46])=[C:40]([O:48][CH2:49][CH:50]2[CH2:52][CH2:51]2)[CH:39]=1)[O:21][C:20]([C:18]1[S:19][C:15]([S:12](=[O:14])(=[O:13])[NH:11][C:8]2[CH:9]=[CH:10][C:5]([C:3](=[O:4])[N:2]([CH3:23])[CH3:1])=[CH:6][CH:7]=2)=[CH:16][CH:17]=1)=[O:22]. The catalyst class is: 792. (4) Reactant: C([NH:4]/[N:5]=[CH:6]/[C:7](/[C:14]([F:17])([F:16])[F:15])=[CH:8]\[C:9](OCC)=[O:10])(=O)N.C([O-])([O-])=O.[Na+].[Na+]. Product: [F:15][C:14]([F:17])([F:16])[C:7]1[CH:6]=[N:5][NH:4][C:9](=[O:10])[CH:8]=1. The catalyst class is: 33. (5) Reactant: [F:1][C:2]([F:13])([F:12])[C:3]1[C:11]2[CH2:10][CH2:9][CH2:8][CH2:7][C:6]=2[NH:5][N:4]=1.CC(C)([O-])C.[K+].[I-].[K+].Br[CH2:23][C:24]1[CH:33]=[CH:32][CH:31]=[CH:30][C:25]=1[C:26]([O:28][CH3:29])=[O:27]. Product: [F:13][C:2]([F:1])([F:12])[C:3]1[C:11]2[CH2:10][CH2:9][CH2:8][CH2:7][C:6]=2[N:5]([CH2:23][C:24]2[CH:33]=[CH:32][CH:31]=[CH:30][C:25]=2[C:26]([O:28][CH3:29])=[O:27])[N:4]=1. The catalyst class is: 6. (6) Reactant: [C:1]([C:4]1[CH:13]([C:14]2[CH:15]=[CH:16][CH:17]=[C:18]3[C:23]=2[O:22][C:21]([CH3:24])=[CH:20][C:19]3=[O:25])[C:12]2[C:11](=[O:26])[NH:10][CH:9]=[CH:8][C:7]=2[NH:6][C:5]=1[CH3:27])(=[O:3])[CH3:2].[CH2:28]([S:30](Cl)(=[O:32])=[O:31])[CH3:29].CO. Product: [CH2:28]([S:30]([O:26][C:11]1[N:10]=[CH:9][CH:8]=[C:7]2[C:12]=1[CH:13]([C:14]1[CH:15]=[CH:16][CH:17]=[C:18]3[C:23]=1[O:22][C:21]([CH3:24])=[CH:20][C:19]3=[O:25])[C:4]([C:1](=[O:3])[CH3:2])=[C:5]([CH3:27])[NH:6]2)(=[O:32])=[O:31])[CH3:29]. The catalyst class is: 17.